This data is from Forward reaction prediction with 1.9M reactions from USPTO patents (1976-2016). The task is: Predict the product of the given reaction. (1) Given the reactants [F:1][C:2]1[CH:22]=[CH:21][CH:20]=[CH:19][C:3]=1[CH2:4][O:5][C:6]1[CH:10]=[C:9]([C:11]2[CH:16]=[CH:15][CH:14]=[CH:13][C:12]=2OC)[NH:8][N:7]=1.[F:23]C1C=CC=CC=1C(CC(OCC)=O)=O, predict the reaction product. The product is: [F:1][C:2]1[CH:22]=[CH:21][CH:20]=[CH:19][C:3]=1[CH2:4][O:5][C:6]1[CH:10]=[C:9]([C:11]2[CH:16]=[CH:15][CH:14]=[CH:13][C:12]=2[F:23])[NH:8][N:7]=1. (2) Given the reactants [Cl:1][CH2:2][O:3][C:4](Cl)=[O:5].[CH3:7][CH2:8][CH:9]([OH:12])[CH2:10][CH3:11].N1C=CC=CC=1, predict the reaction product. The product is: [C:4](=[O:5])([O:12][CH:9]([CH2:10][CH3:11])[CH2:8][CH3:7])[O:3][CH2:2][Cl:1]. (3) Given the reactants N12CCCN=C1CCCC[CH2:2]2.[NH:12]([CH2:19][C:20]1([OH:36])[CH2:25][CH2:24][CH2:23][N:22]([C:26]([O:28][CH2:29][C:30]2[CH:35]=[CH:34][CH:33]=[CH:32][CH:31]=2)=[O:27])[CH2:21]1)[C:13]1[CH:18]=[CH:17][CH:16]=[CH:15][CH:14]=1.[OH2:37], predict the reaction product. The product is: [O:37]=[C:2]1[N:12]([C:13]2[CH:14]=[CH:15][CH:16]=[CH:17][CH:18]=2)[CH2:19][C:20]2([CH2:25][CH2:24][CH2:23][N:22]([C:26]([O:28][CH2:29][C:30]3[CH:35]=[CH:34][CH:33]=[CH:32][CH:31]=3)=[O:27])[CH2:21]2)[O:36]1. (4) The product is: [CH2:1]([O:3][C:4](=[O:27])[NH:5][C:6]1[CH:11]=[C:10]([C:12]([F:15])([F:14])[F:13])[N:9]=[C:8]([NH:16][CH2:17][C:18]2[CH:23]=[CH:22][CH:21]=[CH:20][CH:19]=2)[C:7]=1[NH2:24])[CH3:2]. Given the reactants [CH2:1]([O:3][C:4](=[O:27])[NH:5][C:6]1[CH:11]=[C:10]([C:12]([F:15])([F:14])[F:13])[N:9]=[C:8]([NH:16][CH2:17][C:18]2[CH:23]=[CH:22][CH:21]=[CH:20][CH:19]=2)[C:7]=1[N+:24]([O-])=O)[CH3:2].[H][H], predict the reaction product. (5) Given the reactants Cl[CH2:2][CH2:3][CH2:4][CH2:5][N:6]1[C:14]([O:15]C)=[N:13][C:12]2[C:7]1=[N:8][C:9]([O:18][CH:19]1[CH2:23][CH2:22][CH2:21][CH2:20]1)=[N:10][C:11]=2[NH2:17].[NH:24]1[CH2:29][CH2:28][CH2:27][CH2:26][CH2:25]1, predict the reaction product. The product is: [NH2:17][C:11]1[N:10]=[C:9]([O:18][CH:19]2[CH2:23][CH2:22][CH2:21][CH2:20]2)[N:8]=[C:7]2[C:12]=1[NH:13][C:14](=[O:15])[N:6]2[CH2:5][CH2:4][CH2:3][CH2:2][N:24]1[CH2:29][CH2:28][CH2:27][CH2:26][CH2:25]1. (6) The product is: [Br:20][C:15]1[CH:16]=[C:17]([C:18]#[N:19])[C:12]([NH:11][C:22](=[O:23])[O:24][CH3:25])=[N:13][CH:14]=1. Given the reactants C[Si]([N-][Si](C)(C)C)(C)C.[Li+].[NH2:11][C:12]1[C:17]([C:18]#[N:19])=[CH:16][C:15]([Br:20])=[CH:14][N:13]=1.Cl[C:22]([O:24][CH3:25])=[O:23], predict the reaction product. (7) Given the reactants [CH2:1]([O:3][C:4](=[O:24])[C:5]([O:21][CH2:22][CH3:23])=[CH:6][C:7]1[CH:12]=[CH:11][C:10]([O:13]CC2C=CC=CC=2)=[CH:9][CH:8]=1)[CH3:2], predict the reaction product. The product is: [CH2:22]([O:21][CH:5]([CH2:6][C:7]1[CH:8]=[CH:9][C:10]([OH:13])=[CH:11][CH:12]=1)[C:4]([O:3][CH2:1][CH3:2])=[O:24])[CH3:23].